This data is from TCR-epitope binding with 47,182 pairs between 192 epitopes and 23,139 TCRs. The task is: Binary Classification. Given a T-cell receptor sequence (or CDR3 region) and an epitope sequence, predict whether binding occurs between them. (1) The epitope is TPRVTGGGAM. The TCR CDR3 sequence is CASSLIGVSVRNEQFF. Result: 1 (the TCR binds to the epitope). (2) The epitope is YYRRATRRIR. The TCR CDR3 sequence is CASSQVTGFTSTDTQYF. Result: 1 (the TCR binds to the epitope).